This data is from Forward reaction prediction with 1.9M reactions from USPTO patents (1976-2016). The task is: Predict the product of the given reaction. Given the reactants [In].Br[CH:3]([C:9]([O:11][CH2:12][CH3:13])=[O:10])[C:4]([O:6][CH2:7][CH3:8])=[O:5].C[Si](Cl)(C)C.[CH2:19]([CH:22]1[CH2:27][CH2:26][C:25](=[O:28])[CH:24]=[CH:23]1)[CH:20]=[CH2:21], predict the reaction product. The product is: [CH2:19]([CH:22]1[CH2:27][CH2:26][C:25](=[O:28])[CH2:24][CH:23]1[CH:3]([C:9]([O:11][CH2:12][CH3:13])=[O:10])[C:4]([O:6][CH2:7][CH3:8])=[O:5])[CH:20]=[CH2:21].